Dataset: Forward reaction prediction with 1.9M reactions from USPTO patents (1976-2016). Task: Predict the product of the given reaction. (1) The product is: [Br:14][C:15]1[CH:23]=[CH:22][C:18]([C:19]([N:8]([CH2:9][CH2:10][OH:11])[CH2:7][C:6]2[CH:12]=[CH:13][C:3]([O:2][CH3:1])=[CH:4][CH:5]=2)=[O:20])=[C:17]([F:24])[CH:16]=1. Given the reactants [CH3:1][O:2][C:3]1[CH:13]=[CH:12][C:6]([CH2:7][NH:8][CH2:9][CH2:10][OH:11])=[CH:5][CH:4]=1.[Br:14][C:15]1[CH:23]=[CH:22][C:18]([C:19](O)=[O:20])=[C:17]([F:24])[CH:16]=1.CCN(C(C)C)C(C)C.CN(C(ON1N=NC2C=CC=NC1=2)=[N+](C)C)C.F[P-](F)(F)(F)(F)F, predict the reaction product. (2) Given the reactants [CH2:1]([O:8][C:9]1[CH:14]=[CH:13][C:12]([N:15]([CH3:60])[C:16]([C:18]2[CH:19]=[C:20]([C:25]3[CH:26]=[C:27]4[C:31](=[CH:32][C:33]=3[C:34]([N:36]3[C@H:45]([CH2:46][N:47]5[CH2:52][CH2:51][O:50][CH2:49][CH2:48]5)[CH2:44][C:43]5[C:38](=[CH:39][CH:40]=[CH:41][CH:42]=5)[CH2:37]3)=[O:35])[CH2:30][N:29](C(OC(C)(C)C)=O)[CH2:28]4)[N:21]([CH3:24])[C:22]=2[CH3:23])=[O:17])=[CH:11][CH:10]=1)[C:2]1[CH:7]=[CH:6][CH:5]=[CH:4][CH:3]=1.[ClH:61], predict the reaction product. The product is: [ClH:61].[CH2:1]([O:8][C:9]1[CH:14]=[CH:13][C:12]([N:15]([CH3:60])[C:16]([C:18]2[CH:19]=[C:20]([C:25]3[CH:26]=[C:27]4[C:31](=[CH:32][C:33]=3[C:34]([N:36]3[C@H:45]([CH2:46][N:47]5[CH2:48][CH2:49][O:50][CH2:51][CH2:52]5)[CH2:44][C:43]5[C:38](=[CH:39][CH:40]=[CH:41][CH:42]=5)[CH2:37]3)=[O:35])[CH2:30][NH:29][CH2:28]4)[N:21]([CH3:24])[C:22]=2[CH3:23])=[O:17])=[CH:11][CH:10]=1)[C:2]1[CH:3]=[CH:4][CH:5]=[CH:6][CH:7]=1. (3) Given the reactants [NH2:1][C:2]1[CH:7]=[CH:6][CH:5]=[C:4]([CH3:8])[CH:3]=1.[CH2:9](I)[CH:10]([CH3:12])[CH3:11].[C:14](=O)([O-])[O-].[K+].[K+].CN1[CH2:25][CH2:24][CH2:23]C1=O, predict the reaction product. The product is: [CH2:9]([N:1]([CH2:14][CH:24]([CH3:23])[CH3:25])[C:2]1[CH:7]=[CH:6][CH:5]=[C:4]([CH3:8])[CH:3]=1)[CH:10]([CH3:12])[CH3:11]. (4) Given the reactants OCCCCCCCCN[C:11]([C:13]1[CH:14]=[C:15]([S:19]([C:22]2[CH:23]=[C:24]3[C:29](=[C:30]([CH3:32])[CH:31]=2)[N:28]=[CH:27][C:26]([C:33]([NH2:35])=[O:34])=[C:25]3[NH:36][C:37]2[CH:42]=[CH:41][CH:40]=[C:39]([O:43][CH3:44])[CH:38]=2)(=[O:21])=[O:20])[CH:16]=[CH:17][CH:18]=1)=[O:12].[NH2:45][C:46]1[CH:51]=[CH:50][C:49]([C:52]#[C:53][CH2:54][CH2:55][CH2:56][OH:57])=[C:48]([CH3:58])[CH:47]=1, predict the reaction product. The product is: [OH:57][CH2:56][CH2:55][CH2:54][C:53]#[C:52][C:49]1[CH:50]=[CH:51][C:46]([NH:45][C:11]([C:13]2[CH:14]=[C:15]([S:19]([C:22]3[CH:23]=[C:24]4[C:29](=[C:30]([CH3:32])[CH:31]=3)[N:28]=[CH:27][C:26]([C:33]([NH2:35])=[O:34])=[C:25]4[NH:36][C:37]3[CH:42]=[CH:41][CH:40]=[C:39]([O:43][CH3:44])[CH:38]=3)(=[O:20])=[O:21])[CH:16]=[CH:17][CH:18]=2)=[O:12])=[CH:47][C:48]=1[CH3:58]. (5) The product is: [Cl:1][C:2]1[CH:7]=[CH:6][CH:5]=[C:4]([Cl:8])[C:3]=1[N:9]1[CH:20]=[C:19]([CH:21]=[O:22])[C:12]2[N:13]=[C:14]([NH:46][C:45]3[CH:44]=[CH:43][C:42]([N:39]4[CH2:38][CH2:37][N:36]([CH3:35])[CH2:41][CH2:40]4)=[CH:48][CH:47]=3)[N:15]=[CH:16][C:11]=2[C:10]1=[O:23]. Given the reactants [Cl:1][C:2]1[CH:7]=[CH:6][CH:5]=[C:4]([Cl:8])[C:3]=1[N:9]1[CH:20]=[C:19]([CH:21]=[O:22])[C:12]2[N:13]=[C:14](SC)[N:15]=[CH:16][C:11]=2[C:10]1=[O:23].ClC1C=C(C=CC=1)C(OO)=O.[CH3:35][N:36]1[CH2:41][CH2:40][N:39]([C:42]2[CH:48]=[CH:47][C:45]([NH2:46])=[CH:44][CH:43]=2)[CH2:38][CH2:37]1, predict the reaction product. (6) Given the reactants [Cl:1][C:2]1[CH:3]=[CH:4][C:5]([O:10][CH2:11][C:12]2([CH3:16])[CH2:15][O:14][CH2:13]2)=[C:6]([CH:9]=1)[CH:7]=O.[Cl:17][C:18]1[CH:26]=[C:25]2[C:21]([CH2:22][C:23](=[O:27])[NH:24]2)=[CH:20][CH:19]=1.N1CCCC1, predict the reaction product. The product is: [Cl:17][C:18]1[CH:26]=[C:25]2[C:21](/[C:22](=[CH:7]/[C:6]3[CH:9]=[C:2]([Cl:1])[CH:3]=[CH:4][C:5]=3[O:10][CH2:11][C:12]3([CH3:16])[CH2:15][O:14][CH2:13]3)/[C:23](=[O:27])[NH:24]2)=[CH:20][CH:19]=1. (7) Given the reactants C[O:2][C:3]1[CH:4]=[C:5]2[C:10](=[CH:11][CH:12]=1)[CH:9]=[C:8]([O:13][CH2:14]C=C)[CH:7]=[CH:6]2.CN(C)[C:19]1[CH:24]=CC=C[CH:20]=1, predict the reaction product. The product is: [CH3:14][O:13][C:8]1[CH:9]=[C:10]2[C:5](=[CH:6][CH:7]=1)[C:4]([CH2:24][CH:19]=[CH2:20])=[C:3]([OH:2])[CH:12]=[CH:11]2. (8) Given the reactants [CH2:1]1[C:7]2[CH:8]=[CH:9][C:10]([C:12]([O:14][CH2:15][CH:16]3[CH2:21][CH2:20][N:19]([CH2:22][C:23]4[CH:28]=[CH:27][CH:26]=[CH:25][CH:24]=4)[CH2:18][CH2:17]3)=[O:13])=[CH:11][C:6]=2[CH2:5][CH2:4][N:3](C(OC(C)(C)C)=O)[CH2:2]1.[ClH:36].CO, predict the reaction product. The product is: [ClH:36].[CH2:1]1[C:7]2[CH:8]=[CH:9][C:10]([C:12]([O:14][CH2:15][CH:16]3[CH2:17][CH2:18][N:19]([CH2:22][C:23]4[CH:24]=[CH:25][CH:26]=[CH:27][CH:28]=4)[CH2:20][CH2:21]3)=[O:13])=[CH:11][C:6]=2[CH2:5][CH2:4][NH:3][CH2:2]1. (9) Given the reactants CN(C(ON1N=N[C:11]2[CH:12]=[CH:13][CH:14]=[N:15][C:10]1=2)=[N+](C)C)C.F[P-](F)(F)(F)(F)F.[NH2:25][C:26]1[C:27]([C:32]([OH:34])=O)=[N:28][CH:29]=[CH:30][CH:31]=1.C1(CN)CCC1.CCN(C(C)C)C(C)C, predict the reaction product. The product is: [NH2:25][C:26]1[C:27]([C:32]([NH:15][CH2:14][CH:13]2[CH2:12][CH2:11][CH2:10]2)=[O:34])=[N:28][CH:29]=[CH:30][CH:31]=1. (10) Given the reactants O.[C:2]1([CH3:12])[CH:7]=[CH:6][C:5]([S:8]([OH:11])(=[O:10])=[O:9])=[CH:4][CH:3]=1.[N:13]1[CH:18]=[CH:17][C:16]([C:19]2[NH:23][N:22]=[C:21]([C:24]3[CH:29]=[CH:28][N:27]=[C:26]([C:30]#[N:31])[CH:25]=3)[N:20]=2)=[CH:15][CH:14]=1, predict the reaction product. The product is: [C:2]1([CH3:12])[CH:3]=[CH:4][C:5]([S:8]([OH:11])(=[O:9])=[O:10])=[CH:6][CH:7]=1.[N:13]1[CH:18]=[CH:17][C:16]([C:19]2[NH:23][N:22]=[C:21]([C:24]3[CH:29]=[CH:28][N:27]=[C:26]([C:30]#[N:31])[CH:25]=3)[N:20]=2)=[CH:15][CH:14]=1.